Predict the reactants needed to synthesize the given product. From a dataset of Full USPTO retrosynthesis dataset with 1.9M reactions from patents (1976-2016). (1) Given the product [Cl:10][C:11]1[CH:18]=[CH:17][C:14]([CH2:15][CH:2]([C:3](=[O:4])[CH3:5])[C:1]([O:7][CH2:8][CH3:9])=[O:6])=[CH:13][CH:12]=1, predict the reactants needed to synthesize it. The reactants are: [C:1]([O:7][CH2:8][CH3:9])(=[O:6])[CH2:2][C:3]([CH3:5])=[O:4].[Cl:10][C:11]1[CH:18]=[CH:17][C:14]([CH2:15]Br)=[CH:13][CH:12]=1.C(=O)([O-])[O-].[Li+].[Li+]. (2) Given the product [ClH:1].[CH3:13][O:12][C:8]1[CH:7]=[C:6]2[C:11]([C:2]([NH:22][CH2:21][C:20]([OH:23])=[O:19])=[CH:3][CH:4]=[N:5]2)=[N:10][CH:9]=1, predict the reactants needed to synthesize it. The reactants are: [Cl:1][C:2]1[CH:3]=[CH:4][N:5]=[C:6]2[C:11]=1[N:10]=[CH:9][C:8]([O:12][CH3:13])=[CH:7]2.Cl.C([O:19][C:20](=[O:23])[CH2:21][NH2:22])(C)(C)C. (3) The reactants are: [NH2:1][C@:2]1([C:14]([O:16][CH3:17])=[O:15])[CH2:6][CH2:5][C@@H:4]([C:7]2[CH:12]=[CH:11][C:10](Br)=[CH:9][CH:8]=2)[CH2:3]1.[C:18]([OH:27])(=[O:26])[C@@H:19]([C@H:21]([C:23]([OH:25])=[O:24])[OH:22])[OH:20].N1CCCCC1.[CH3:34][O:35][CH2:36][CH2:37][CH2:38][CH2:39][CH2:40][C:41]#C. Given the product [NH2:1][C@:2]1([C:14]([O:16][CH3:17])=[O:15])[CH2:6][CH2:5][C@@H:4]([C:7]2[CH:12]=[CH:11][C:10]([C:41]#[C:40][CH2:39][CH2:38][CH2:37][CH2:36][O:35][CH3:34])=[CH:9][CH:8]=2)[CH2:3]1.[C:18]([OH:27])(=[O:26])[C@@H:19]([C@H:21]([C:23]([OH:25])=[O:24])[OH:22])[OH:20], predict the reactants needed to synthesize it. (4) The reactants are: [CH3:1][O:2][C:3](=[O:19])[C@@H:4]([N:6]1[CH:10]=[CH:9][C:8]([C:11]([CH:13]2[CH2:18][CH2:17][CH2:16][CH2:15][CH2:14]2)=[O:12])=[CH:7]1)[CH3:5].[CH3:20][C:21]1[O:25][C:24]([C:26]2[CH:31]=[CH:30][CH:29]=[CH:28][CH:27]=2)=[N:23][C:22]=1[CH2:32][CH2:33][OH:34]. Given the product [CH3:1][O:2][C:3](=[O:19])[C@@H:4]([N:6]1[CH:10]=[CH:9][C:8]([C:11]([CH:13]2[CH2:14][CH2:15][CH2:16][CH2:17][CH2:18]2)=[O:12])=[CH:7]1)[CH2:5][C:13]1[CH:18]=[CH:17][C:16]([O:34][CH2:33][CH2:32][C:22]2[N:23]=[C:24]([C:26]3[CH:31]=[CH:30][CH:29]=[CH:28][CH:27]=3)[O:25][C:21]=2[CH3:20])=[CH:15][CH:14]=1, predict the reactants needed to synthesize it. (5) Given the product [F:16][C:17]1[CH:22]=[C:21]([N+:23]([O-:25])=[O:24])[C:20]([F:26])=[CH:19][C:18]=1[CH:3]([C:4]([O:6][CH2:7][CH3:8])=[O:5])[C:9]([O:11][CH2:12][CH3:13])=[O:10], predict the reactants needed to synthesize it. The reactants are: [H-].[Na+].[CH2:3]([C:9]([O:11][CH2:12][CH3:13])=[O:10])[C:4]([O:6][CH2:7][CH3:8])=[O:5].N#N.[F:16][C:17]1[CH:22]=[C:21]([N+:23]([O-:25])=[O:24])[C:20]([F:26])=[CH:19][C:18]=1F. (6) The reactants are: C([C:4]1([CH:8]([O:10][CH:11]2[CH2:16][CH2:15][CH:14]([N:17]3[C:22](=[O:23])[C:21]([CH2:24][C:25]4[CH:30]=[CH:29][C:28]([C:31]5[C:32]([C:37]#[N:38])=[CH:33][CH:34]=[CH:35][CH:36]=5)=[CH:27][CH:26]=4)=[C:20]([CH2:39][CH2:40][CH3:41])[N:19]4[N:42]=[CH:43][N:44]=[C:18]34)[CH2:13][CH2:12]2)[CH3:9])[CH2:7][CH2:6][CH2:5]1)(=O)C.OO.FC(F)(F)C(OC(=O)C(F)(F)F)=[O:50].C(=O)([O-])O.[Na+].S([O-])([O-])(=O)=S.[Na+].[Na+]. Given the product [OH:50][C:4]1([CH:8]([O:10][C@H:11]2[CH2:12][CH2:13][C@H:14]([N:17]3[C:22](=[O:23])[C:21]([CH2:24][C:25]4[CH:26]=[CH:27][C:28]([C:31]5[C:32]([C:37]#[N:38])=[CH:33][CH:34]=[CH:35][CH:36]=5)=[CH:29][CH:30]=4)=[C:20]([CH2:39][CH2:40][CH3:41])[N:19]4[N:42]=[CH:43][N:44]=[C:18]34)[CH2:15][CH2:16]2)[CH3:9])[CH2:5][CH2:6][CH2:7]1, predict the reactants needed to synthesize it. (7) Given the product [OH:4][C@H:5]1[CH2:22][CH2:21][C@@:20]2([CH3:23])[C@@H:7]([CH2:8][CH2:9][C@:10]3([CH3:50])[C@@H:19]2[CH2:18][CH2:17][C@H:16]2[C@@:11]3([CH3:49])[CH2:12][CH2:13][C@@:14]3([C:31]([N:33]4[CH2:37][CH2:36][CH2:35][C@@H:34]4[C:38]4[O:42][N:41]=[C:40]([C:43]5[CH:44]=[CH:45][CH:46]=[CH:47][CH:48]=5)[N:39]=4)=[O:32])[CH2:26][CH2:25][C@@H:24]([C:27]4([CH3:30])[CH2:28][CH2:29]4)[C@@H:15]32)[C:6]1([CH3:52])[CH3:51], predict the reactants needed to synthesize it. The reactants are: C([O:4][C@H:5]1[CH2:22][CH2:21][C@@:20]2([CH3:23])[C@@H:7]([CH2:8][CH2:9][C@:10]3([CH3:50])[C@@H:19]2[CH2:18][CH2:17][C@H:16]2[C@@:11]3([CH3:49])[CH2:12][CH2:13][C@@:14]3([C:31]([N:33]4[CH2:37][CH2:36][CH2:35][C@@H:34]4[C:38]4[O:42][N:41]=[C:40]([C:43]5[CH:48]=[CH:47][CH:46]=[CH:45][CH:44]=5)[N:39]=4)=[O:32])[CH2:26][CH2:25][C@@H:24]([C:27]4([CH3:30])[CH2:29][CH2:28]4)[C@@H:15]32)[C:6]1([CH3:52])[CH3:51])(=O)C.C(=O)([O-])[O-].[K+].[K+].